This data is from Forward reaction prediction with 1.9M reactions from USPTO patents (1976-2016). The task is: Predict the product of the given reaction. Given the reactants [Br:1][C:2]1[CH:3]=[C:4]2[C:9](=[CH:10][CH:11]=1)[CH:8]=[C:7]([S:12](Cl)(=[O:14])=[O:13])[CH:6]=[CH:5]2.[BH4-].[Na+].Cl.[C:19]([O:23][CH3:24])(=[O:22])[CH:20]=[CH2:21], predict the reaction product. The product is: [Br:1][C:2]1[CH:3]=[C:4]2[C:9](=[CH:10][CH:11]=1)[CH:8]=[C:7]([S:12]([CH2:21][CH2:20][C:19]([O:23][CH3:24])=[O:22])(=[O:14])=[O:13])[CH:6]=[CH:5]2.